This data is from Catalyst prediction with 721,799 reactions and 888 catalyst types from USPTO. The task is: Predict which catalyst facilitates the given reaction. (1) Reactant: [NH2:1][C:2]1[CH:11]=[C:10]([C:12]([F:15])([F:14])[F:13])[CH:9]=[CH:8][C:3]=1[C:4]([O:6][CH3:7])=[O:5].[C:16](OC(=O)C)(=[O:18])[CH3:17].N1C=CC=CC=1. Product: [C:16]([NH:1][C:2]1[CH:11]=[C:10]([C:12]([F:13])([F:14])[F:15])[CH:9]=[CH:8][C:3]=1[C:4]([O:6][CH3:7])=[O:5])(=[O:18])[CH3:17]. The catalyst class is: 22. (2) Reactant: C1(C)CCC(C(C)C)[CH:3]([C:10]2([CH:51]3C(C(C)C)CCC(C)C3)[C:19]3[C:14](=[CH:15][CH:16]=[C:17]([CH:20]4C(C(C)C)CCC(C)C4)[CH:18]=3)[C:13]([CH:40]3C(C(C)C)CCC(C)C3)([CH:30]3C(C(C)C)CCC(C)C3)[CH2:12][C:11]2=[O:50])C1.[BH4-].[Na+]. Product: [CH3:20][C:17]1[CH:16]=[CH:15][C:14]2[C:13]([CH3:40])([CH3:30])[CH2:12][CH:11]([OH:50])[C:10]([CH3:3])([CH3:51])[C:19]=2[CH:18]=1. The catalyst class is: 8. (3) Reactant: [Cl:1][C:2]1[CH:10]=[CH:9][N:8]=[C:7]2[C:3]=1[CH:4]=[CH:5][NH:6]2.C(N(CC)CC)C.[C:18]1([S:24](Cl)(=[O:26])=[O:25])[CH:23]=[CH:22][CH:21]=[CH:20][CH:19]=1.C(OCC)C. Product: [C:18]1([S:24]([N:6]2[C:7]3=[N:8][CH:9]=[CH:10][C:2]([Cl:1])=[C:3]3[CH:4]=[CH:5]2)(=[O:26])=[O:25])[CH:23]=[CH:22][CH:21]=[CH:20][CH:19]=1. The catalyst class is: 112. (4) Reactant: [N:1]([CH2:4][C:5]1[C:6]([CH3:12])=[N:7][CH:8]=[CH:9][C:10]=1[CH3:11])=[N+]=[N-]. Product: [CH3:12][C:6]1[C:5]([CH2:4][NH2:1])=[C:10]([CH3:11])[CH:9]=[CH:8][N:7]=1. The catalyst class is: 19. (5) Reactant: C(OC([N:8]1[C@H:12]([C:13](=[O:44])[NH:14][C@:15]2([C:20]([NH:22][S:23]([C:26]3[CH:31]=[CH:30][CH:29]=[CH:28][C:27]=3[NH:32][CH2:33][CH2:34][O:35][CH2:36][CH2:37][O:38][CH2:39][CH2:40][C:41]([OH:43])=[O:42])(=[O:25])=[O:24])=[O:21])[CH2:17][C@H:16]2[CH:18]=[CH2:19])[CH2:11][C@@H:10]([O:45][C:46]([N:48]2[CH2:56][C:55]3[C:50](=[CH:51][CH:52]=[CH:53][C:54]=3[F:57])[CH2:49]2)=[O:47])[CH2:9]1)=O)(C)(C)C.C(O)(C(F)(F)F)=O. Product: [C:41]([CH2:40][CH2:39][O:38][CH2:37][CH2:36][O:35][CH2:34][CH2:33][NH:32][C:27]1[CH:28]=[CH:29][CH:30]=[CH:31][C:26]=1[S:23]([NH:22][C:20]([C@@:15]1([NH:14][C:13]([C@H:12]2[NH:8][CH2:9][C@H:10]([O:45][C:46]([N:48]3[CH2:56][C:55]4[C:50](=[CH:51][CH:52]=[CH:53][C:54]=4[F:57])[CH2:49]3)=[O:47])[CH2:11]2)=[O:44])[CH2:17][C@H:16]1[CH:18]=[CH2:19])=[O:21])(=[O:25])=[O:24])([OH:43])=[O:42]. The catalyst class is: 2.